From a dataset of Tyrosyl-DNA phosphodiesterase HTS with 341,365 compounds. Binary Classification. Given a drug SMILES string, predict its activity (active/inactive) in a high-throughput screening assay against a specified biological target. The drug is O(c1cc(Oc2ccc([N+]([O-])=O)cc2)cc(c1)C(O)=O)c1ccc([N+]([O-])=O)cc1. The result is 0 (inactive).